This data is from Forward reaction prediction with 1.9M reactions from USPTO patents (1976-2016). The task is: Predict the product of the given reaction. Given the reactants [Cl:1][C:2]1[CH:16]=[CH:15][C:5]2[N:6]=[C:7]([N:9]3[CH2:13][CH2:12][CH:11]([NH2:14])[CH2:10]3)[S:8][C:4]=2[CH:3]=1.[CH3:17][O:18][C:19](=[O:31])[CH2:20][C:21]1[CH:26]=[CH:25][CH:24]=[C:23]([O:27][CH2:28][CH2:29]Br)[CH:22]=1.C(=O)([O-])[O-].[K+].[K+], predict the reaction product. The product is: [CH3:17][O:18][C:19](=[O:31])[CH2:20][C:21]1[CH:26]=[CH:25][CH:24]=[C:23]([O:27][CH2:28][CH2:29][NH:14][CH:11]2[CH2:12][CH2:13][N:9]([C:7]3[S:8][C:4]4[CH:3]=[C:2]([Cl:1])[CH:16]=[CH:15][C:5]=4[N:6]=3)[CH2:10]2)[CH:22]=1.